From a dataset of Full USPTO retrosynthesis dataset with 1.9M reactions from patents (1976-2016). Predict the reactants needed to synthesize the given product. (1) Given the product [OH2:3].[OH2:21].[ClH:5].[NH2:6][C:7]1[C:12]([C:13]2[CH:14]=[CH:15][C:16]([NH:19][C:20]([C:22]3[C:27](=[O:28])[C:26]([C:29]4[CH:30]=[CH:31][C:32]([F:35])=[CH:33][CH:34]=4)=[CH:25][N:24]([CH2:36][C:37]([F:38])([F:39])[F:40])[CH:23]=3)=[O:21])=[CH:17][CH:18]=2)=[CH:11][C:10]([C:41]2[CH:46]=[CH:45][C:44]([O:47][CH3:48])=[C:43]([O:49][CH3:50])[CH:42]=2)=[CH:9][N:8]=1, predict the reactants needed to synthesize it. The reactants are: CC(C)=[O:3].[ClH:5].[NH2:6][C:7]1[C:12]([C:13]2[CH:18]=[CH:17][C:16]([NH:19][C:20]([C:22]3[C:27](=[O:28])[C:26]([C:29]4[CH:34]=[CH:33][C:32]([F:35])=[CH:31][CH:30]=4)=[CH:25][N:24]([CH2:36][C:37]([F:40])([F:39])[F:38])[CH:23]=3)=[O:21])=[CH:15][CH:14]=2)=[CH:11][C:10]([C:41]2[CH:46]=[CH:45][C:44]([O:47][CH3:48])=[C:43]([O:49][CH3:50])[CH:42]=2)=[CH:9][N:8]=1. (2) The reactants are: Cl[C:2]1[CH:7]=[C:6]([Cl:8])[N:5]=[N:4][C:3]=1[C:9]([O:11][CH2:12][CH3:13])=[O:10].[CH3:14][C:15]1[CH:16]=[CH:17][C:18]([NH2:22])=[N:19][C:20]=1[CH3:21].C(#N)C. Given the product [Cl:8][C:6]1[N:5]=[N:4][C:3]([C:9]([O:11][CH2:12][CH3:13])=[O:10])=[C:2]([NH:22][C:18]2[CH:17]=[CH:16][C:15]([CH3:14])=[C:20]([CH3:21])[N:19]=2)[CH:7]=1, predict the reactants needed to synthesize it.